Dataset: Forward reaction prediction with 1.9M reactions from USPTO patents (1976-2016). Task: Predict the product of the given reaction. (1) Given the reactants [CH2:1]([C:3]1[N:4]=[C:5]([C:15]2[C:16]([O:22]C)=[N:17][CH:18]=[CH:19][C:20]=2I)[N:6](O)[C:7]=1[C:8]1[CH:13]=[CH:12][CH:11]=[CH:10][CH:9]=1)[CH3:2].C(N(CC)CC)C.Cl.[NH2:32][CH2:33][C@H:34]([C:36]1[CH:41]=[CH:40][CH:39]=[C:38]([Cl:42])[CH:37]=1)[OH:35], predict the reaction product. The product is: [Cl:42][C:38]1[CH:37]=[C:36]([CH:34]([OH:35])[CH2:33][NH:32][C:20]2[CH:19]=[CH:18][NH:17][C:16](=[O:22])[C:15]=2[C:5]2[NH:6][C:7]([C:8]3[CH:13]=[CH:12][CH:11]=[CH:10][CH:9]=3)=[C:3]([CH2:1][CH3:2])[N:4]=2)[CH:41]=[CH:40][CH:39]=1. (2) Given the reactants Cl[C:2]1[CH:11]=[N:10][C:9]2[C:4](=[CH:5][C:6]([O:12][CH3:13])=[CH:7][CH:8]=2)[N:3]=1.Br[CH2:15][CH2:16][CH2:17][OH:18].C(O[C:24](=[O:30])[NH:25][CH:26]1[CH2:29][NH:28][CH2:27]1)(C)(C)C.[O:31]=[C:32]1[NH:37][C:36]2[CH:38]=[C:39](C(O)=O)[CH:40]=[CH:41][C:35]=2[S:34][CH2:33]1, predict the reaction product. The product is: [CH3:13][O:12][C:6]1[CH:5]=[C:4]2[C:9]([N:10]=[CH:11][C:2]([O:18][CH2:17][CH2:16][CH2:15][N:28]3[CH2:27][CH:26]([NH:25][C:24]([C:39]4[CH:40]=[CH:41][C:35]5[S:34][CH2:33][C:32](=[O:31])[NH:37][C:36]=5[CH:38]=4)=[O:30])[CH2:29]3)=[N:3]2)=[CH:8][CH:7]=1.